Task: Regression. Given a peptide amino acid sequence and an MHC pseudo amino acid sequence, predict their binding affinity value. This is MHC class I binding data.. Dataset: Peptide-MHC class I binding affinity with 185,985 pairs from IEDB/IMGT (1) The peptide sequence is AVPQVLGGL. The MHC is HLA-B18:01 with pseudo-sequence HLA-B18:01. The binding affinity (normalized) is 0.0847. (2) The peptide sequence is NHINVEKSL. The MHC is HLA-B38:01 with pseudo-sequence HLA-B38:01. The binding affinity (normalized) is 0.426. (3) The peptide sequence is SYKIHQED. The MHC is HLA-B27:05 with pseudo-sequence HLA-B27:05. The binding affinity (normalized) is 0. (4) The peptide sequence is SPREECGVF. The MHC is HLA-B40:01 with pseudo-sequence HLA-B40:01. The binding affinity (normalized) is 0.0847. (5) The peptide sequence is TSPRMLTPI. The MHC is HLA-A24:02 with pseudo-sequence HLA-A24:02. The binding affinity (normalized) is 0.259. (6) The peptide sequence is LSDLPGLGY. The MHC is HLA-A80:01 with pseudo-sequence HLA-A80:01. The binding affinity (normalized) is 0.410. (7) The peptide sequence is IVFNLPVSK. The MHC is HLA-A33:01 with pseudo-sequence HLA-A33:01. The binding affinity (normalized) is 0.285.